This data is from Forward reaction prediction with 1.9M reactions from USPTO patents (1976-2016). The task is: Predict the product of the given reaction. Given the reactants [Cl:1][C:2]1[CH:3]=[C:4]([C:12]2[O:16][N:15]=[C:14]([C:17]3[CH:22]=[CH:21][C:20]([OH:23])=[C:19](I)[CH:18]=3)[N:13]=2)[CH:5]=[CH:6][C:7]=1[O:8][CH2:9][CH2:10][CH3:11].[C:25]([C:27]1([NH:35][C:36](=[O:42])[O:37][C:38]([CH3:41])([CH3:40])[CH3:39])[CH2:32][O:31][C:30]([CH3:34])([CH3:33])[O:29][CH2:28]1)#[CH:26], predict the reaction product. The product is: [Cl:1][C:2]1[CH:3]=[C:4]([C:12]2[O:16][N:15]=[C:14]([C:17]3[CH:22]=[CH:21][C:20]4[O:23][C:25]([C:27]5([NH:35][C:36](=[O:42])[O:37][C:38]([CH3:41])([CH3:40])[CH3:39])[CH2:32][O:31][C:30]([CH3:34])([CH3:33])[O:29][CH2:28]5)=[CH:26][C:19]=4[CH:18]=3)[N:13]=2)[CH:5]=[CH:6][C:7]=1[O:8][CH2:9][CH2:10][CH3:11].